From a dataset of Full USPTO retrosynthesis dataset with 1.9M reactions from patents (1976-2016). Predict the reactants needed to synthesize the given product. (1) Given the product [CH3:15][C@H:16]1[C:17](=[O:22])[NH:18][CH2:19][CH2:20][N:21]1[C:2]1[O:3][C:4]2[C:5](=[C:7]([C:11]([O:13][CH3:14])=[O:12])[CH:8]=[CH:9][CH:10]=2)[N:6]=1, predict the reactants needed to synthesize it. The reactants are: Cl[C:2]1[O:3][C:4]2[C:5](=[C:7]([C:11]([O:13][CH3:14])=[O:12])[CH:8]=[CH:9][CH:10]=2)[N:6]=1.[CH3:15][C@@H:16]1[NH:21][CH2:20][CH2:19][NH:18][C:17]1=[O:22].C([O-])([O-])=O.[K+].[K+]. (2) Given the product [CH2:1]([O:4][C:5]1[CH:12]=[CH:11][C:8](/[CH:9]=[CH:13]/[C:14]([C:16]2[CH:17]=[C:18]([O:26][CH3:27])[C:19]([O:24][CH3:25])=[C:20]([O:22][CH3:23])[CH:21]=2)=[O:15])=[CH:7][CH:6]=1)[CH2:2][CH3:3], predict the reactants needed to synthesize it. The reactants are: [CH2:1]([O:4][C:5]1[CH:12]=[CH:11][C:8]([CH:9]=O)=[CH:7][CH:6]=1)[CH2:2][CH3:3].[CH3:13][C:14]([C:16]1[CH:21]=[C:20]([O:22][CH3:23])[C:19]([O:24][CH3:25])=[C:18]([O:26][CH3:27])[CH:17]=1)=[O:15].[OH-].[Na+].